From a dataset of Reaction yield outcomes from USPTO patents with 853,638 reactions. Predict the reaction yield, written as a fraction of the theoretical maximum amount of product (1.0 means a 100% yield; for example, 0.34 means a 34% yield). (1) The reactants are [Br:1][C:2]1[CH:3]=[C:4]([N:9]2C(=O)[O:12][N:11]=[C:10]2[C:15]2[C:16]([NH:20][C:21]([C:23]3[NH:27][N:26]=[N:25][N:24]=3)=O)=[N:17][O:18][N:19]=2)[CH:5]=[CH:6][C:7]=1[F:8].P(Cl)(Cl)(Cl)(Cl)Cl.C([BH3-])#N.[Na+]. The catalyst is N1C=CC=CC=1. The product is [Br:1][C:2]1[CH:3]=[C:4]([NH:9][C:10]([C:15]2[C:16]([NH:20][CH2:21][C:23]3[NH:27][N:26]=[N:25][N:24]=3)=[N:17][O:18][N:19]=2)=[N:11][OH:12])[CH:5]=[CH:6][C:7]=1[F:8]. The yield is 0.190. (2) The reactants are C1(S([N:10]2[C:14]3=[N:15][CH:16]=[C:17]([Cl:19])[CH:18]=[C:13]3[C:12]([CH2:20][C:21]3[CH:22]=[CH:23][C:24]([NH2:27])=[N:25][CH:26]=3)=[CH:11]2)(=O)=O)C=CC=CC=1.[F:28][C:29]([F:41])([F:40])[CH2:30][O:31][C:32]1[N:37]=[CH:36][C:35]([CH:38]=O)=[CH:34][CH:33]=1.C([BH3-])#N.[OH-].[K+].C(=O)([O-])[O-].[K+].[K+]. The catalyst is C(O)C.C(O)(=O)C. The product is [Cl:19][C:17]1[CH:18]=[C:13]2[C:12]([CH2:20][C:21]3[CH:22]=[CH:23][C:24]([NH:27][CH2:38][C:35]4[CH:36]=[N:37][C:32]([O:31][CH2:30][C:29]([F:41])([F:28])[F:40])=[CH:33][CH:34]=4)=[N:25][CH:26]=3)=[CH:11][NH:10][C:14]2=[N:15][CH:16]=1. The yield is 0.0760. (3) The reactants are [NH:1]1[CH2:5][CH2:4][CH2:3][CH2:2]1.[CH:6]([C:8]1[CH:17]=[CH:16][C:11]([C:12]([O:14][CH3:15])=[O:13])=[CH:10][CH:9]=1)=O.[BH-](OC(C)=O)(OC(C)=O)OC(C)=O.[Na+]. The catalyst is ClCCCl.[OH-].[Na+]. The product is [N:1]1([CH2:6][C:8]2[CH:17]=[CH:16][C:11]([C:12]([O:14][CH3:15])=[O:13])=[CH:10][CH:9]=2)[CH2:5][CH2:4][CH2:3][CH2:2]1. The yield is 0.500. (4) The reactants are C([O:3][C:4]([C:6]1[S:14][C:13]2[CH2:12][CH2:11][N:10]([C:15](OCC)=O)[CH2:9][C:8]=2[CH:7]=1)=O)C.[H-].[H-].[H-].[H-].[Li+].[Al+3]. The catalyst is C1COCC1. The product is [CH3:15][N:10]1[CH2:11][CH2:12][C:13]2[S:14][C:6]([CH2:4][OH:3])=[CH:7][C:8]=2[CH2:9]1. The yield is 0.980. (5) The reactants are [CH:1]1([CH2:7][C@H:8]([CH2:12][C:13]([NH:15][CH2:16][CH2:17][NH:18][C:19]2[CH:24]=[CH:23][C:22]([F:25])=[CH:21][CH:20]=2)=[O:14])[C:9]([OH:11])=O)[CH2:6][CH2:5][CH2:4][CH2:3][CH2:2]1.[NH:26]1[CH2:31][CH2:30][O:29][CH2:28][CH2:27]1.CN(C(ON1N=NC2C=CC=NC1=2)=[N+](C)C)C.F[P-](F)(F)(F)(F)F.C(N(C(C)C)CC)(C)C. The catalyst is ClCCl. The product is [CH:1]1([CH2:7][C@@H:8]([C:9]([N:26]2[CH2:31][CH2:30][O:29][CH2:28][CH2:27]2)=[O:11])[CH2:12][C:13]([NH:15][CH2:16][CH2:17][NH:18][C:19]2[CH:24]=[CH:23][C:22]([F:25])=[CH:21][CH:20]=2)=[O:14])[CH2:2][CH2:3][CH2:4][CH2:5][CH2:6]1. The yield is 0.400. (6) The reactants are Br[C:2]1[C:11]2[C:6](=[CH:7][C:8]([S:12]([CH3:15])(=[O:14])=[O:13])=[CH:9][CH:10]=2)[CH:5]=[CH:4][C:3]=1[N:16]([CH2:24][CH:25]=[CH:26][Cl:27])[C:17](=[O:23])[O:18][C:19]([CH3:22])([CH3:21])[CH3:20].CCCC[SnH](CCCC)CCCC.CC(N=NC(C#N)(C)C)(C#N)C. The catalyst is C1C=CC=CC=1. The product is [Cl:27][CH2:26][CH:25]1[C:2]2[C:11]3[CH:10]=[CH:9][C:8]([S:12]([CH3:15])(=[O:14])=[O:13])=[CH:7][C:6]=3[CH:5]=[CH:4][C:3]=2[N:16]([C:17]([O:18][C:19]([CH3:22])([CH3:21])[CH3:20])=[O:23])[CH2:24]1. The yield is 0.790. (7) The reactants are [N:1]1[CH:6]=[CH:5][N:4]=[CH:3][C:2]=1[C:7]([OH:9])=O.C1CCC(N=C=NC2CCCCC2)CC1.[C:25]([O:28][C@H:29]([C:32]#[C:33][C:34]#[C:35][C@H:36]([NH2:46])[CH2:37][CH2:38][CH2:39][CH2:40][CH2:41][CH2:42][CH2:43][CH2:44][CH3:45])[CH:30]=[CH2:31])(=[O:27])[CH3:26]. The catalyst is C(Cl)Cl.CN(C1C=CN=CC=1)C. The product is [C:25]([O:28][C@H:29]([C:32]#[C:33][C:34]#[C:35][C@H:36]([NH:46][C:7]([C:2]1[CH:3]=[N:4][CH:5]=[CH:6][N:1]=1)=[O:9])[CH2:37][CH2:38][CH2:39][CH2:40][CH2:41][CH2:42][CH2:43][CH2:44][CH3:45])[CH:30]=[CH2:31])(=[O:27])[CH3:26]. The yield is 0.681. (8) The reactants are C(N(CC)CC)C.[Cl:8][C:9]1[N:10]=[N:11][C:12]([Cl:16])=[CH:13][C:14]=1Cl.[NH:17]1[CH2:22][CH2:21][CH:20]([C:23](=[O:25])[CH3:24])[CH2:19][CH2:18]1. The catalyst is CN(C=O)C.O. The product is [Cl:8][C:9]1[N:10]=[N:11][C:12]([Cl:16])=[CH:13][C:14]=1[N:17]1[CH2:22][CH2:21][CH:20]([C:23](=[O:25])[CH3:24])[CH2:19][CH2:18]1. The yield is 0.390. (9) The reactants are [CH3:1][C:2]1[CH:7]=[C:6]([CH3:8])[NH:5][C:4](=[O:9])[C:3]=1[CH2:10][NH:11][C:12]([C:14]1[C:15]2[CH:34]=[N:33][N:32]([CH:35]([CH3:37])[CH3:36])[C:16]=2[N:17]=[C:18]([C:20]2[CH2:21][CH2:22][N:23]([CH:26]3[CH2:31][CH2:30][NH:29][CH2:28][CH2:27]3)[CH2:24][CH:25]=2)[CH:19]=1)=[O:13]. The catalyst is CCO.[Pd]. The product is [N:23]1([CH:26]2[CH2:31][CH2:30][NH:29][CH2:28][CH2:27]2)[CH2:24][CH2:25][CH:20]([C:18]2[CH:19]=[C:14]([C:12]([NH:11][CH2:10][C:3]3[C:4](=[O:9])[NH:5][C:6]([CH3:8])=[CH:7][C:2]=3[CH3:1])=[O:13])[C:15]3[CH:34]=[N:33][N:32]([CH:35]([CH3:36])[CH3:37])[C:16]=3[N:17]=2)[CH2:21][CH2:22]1. The yield is 0.620. (10) The reactants are [CH:1]1[C:6]2[NH:7][CH2:8][CH2:9][CH2:10][O:11][C:5]=2[CH:4]=[C:3]([NH2:12])[CH:2]=1.Cl[C:14]1[N:19]=[C:18]([NH:20][C:21]2[C:30]([F:31])=[CH:29][CH:28]=[CH:27][C:22]=2[C:23]([NH:25][CH3:26])=[O:24])[C:17]([Cl:32])=[CH:16][N:15]=1.C12(CS(O)(=O)=O)C(C)(C)C(CC1)CC2=O. The catalyst is C(O)(C)C. The product is [Cl:32][C:17]1[C:18]([NH:20][C:21]2[C:30]([F:31])=[CH:29][CH:28]=[CH:27][C:22]=2[C:23]([NH:25][CH3:26])=[O:24])=[N:19][C:14]([NH:12][C:3]2[CH:2]=[CH:1][C:6]3[NH:7][CH2:8][CH2:9][CH2:10][O:11][C:5]=3[CH:4]=2)=[N:15][CH:16]=1. The yield is 0.0900.